From a dataset of TCR-epitope binding with 47,182 pairs between 192 epitopes and 23,139 TCRs. Binary Classification. Given a T-cell receptor sequence (or CDR3 region) and an epitope sequence, predict whether binding occurs between them. (1) The epitope is AIMTRCLAV. The TCR CDR3 sequence is CSAREFSDRDYEQYF. Result: 0 (the TCR does not bind to the epitope). (2) The epitope is EILDITPCSF. The TCR CDR3 sequence is CASSLEADRGSPLHF. Result: 1 (the TCR binds to the epitope). (3) The epitope is FPPTSFGPL. The TCR CDR3 sequence is CASSNRDRGDYEQYF. Result: 0 (the TCR does not bind to the epitope).